Dataset: Full USPTO retrosynthesis dataset with 1.9M reactions from patents (1976-2016). Task: Predict the reactants needed to synthesize the given product. (1) Given the product [Br:8][C:4]1[N:3]=[C:2]([NH:1][CH2:11][CH2:10][C:9]([OH:13])=[O:12])[CH:7]=[CH:6][CH:5]=1, predict the reactants needed to synthesize it. The reactants are: [NH2:1][C:2]1[CH:7]=[CH:6][CH:5]=[C:4]([Br:8])[N:3]=1.[C:9]([O:13]CC)(=[O:12])[CH:10]=[CH2:11].C(O)(=O)C.[OH-].[Na+]. (2) Given the product [Br:1][C:2]1[CH:3]=[CH:4][C:5]2[N:6]([C:12]([C:11]([F:22])([F:21])[F:10])=[N:9][CH:8]=2)[CH:7]=1, predict the reactants needed to synthesize it. The reactants are: [Br:1][C:2]1[CH:3]=[CH:4][C:5]([CH2:8][NH2:9])=[N:6][CH:7]=1.[F:10][C:11]([F:22])([F:21])[C:12](O[C:12](=O)[C:11]([F:22])([F:21])[F:10])=O.O=P(Cl)(Cl)Cl.C([O-])(O)=O.[Na+]. (3) The reactants are: [C:1]1([N:7]2[CH2:12][CH2:11][CH:10]([C:13](OCC)=[O:14])[CH2:9][CH2:8]2)[CH:6]=[CH:5][CH:4]=[CH:3][CH:2]=1.[H-].[Li+].[Al+3].[H-].[H-].[H-].[Cl-].[NH4+]. Given the product [C:1]1([N:7]2[CH2:8][CH2:9][CH:10]([CH2:13][OH:14])[CH2:11][CH2:12]2)[CH:2]=[CH:3][CH:4]=[CH:5][CH:6]=1, predict the reactants needed to synthesize it. (4) The reactants are: [CH3:1][O:2][C:3]1[C:4]([NH2:9])=[N:5][CH:6]=[CH:7][CH:8]=1.Br[C:11]1[CH:16]=[CH:15][CH:14]=[CH:13][CH:12]=1.CC(C)([O-])C.[Na+].COC1C=CC=C(OC)C=1C1C=CC=CC=1P(C1CCCCC1)C1CCCCC1. Given the product [CH3:1][O:2][C:3]1[C:4]([NH:9][C:11]2[CH:16]=[CH:15][CH:14]=[CH:13][CH:12]=2)=[N:5][CH:6]=[CH:7][CH:8]=1, predict the reactants needed to synthesize it. (5) Given the product [CH2:1]([O:9][C:10]1[CH:15]=[CH:14][C:13]([N+:16]([O-:18])=[O:17])=[CH:12][C:11]=1[C:30]#[CH:31])[C:2]1[CH:7]=[CH:6][CH:5]=[CH:4][CH:3]=1, predict the reactants needed to synthesize it. The reactants are: [CH2:1](Br)[C:2]1[CH:7]=[CH:6][CH:5]=[CH:4][CH:3]=1.[OH:9][C:10]1[CH:15]=[CH:14][C:13]([N+:16]([O-:18])=[O:17])=[CH:12][C:11]=1I.C(=O)([O-])[O-].[K+].[K+].C[Si]([C:30]#[CH:31])(C)C. (6) Given the product [F:1][C:2]1[C:3]([CH2:18][NH2:19])=[CH:4][C:5]([C:8]2[N:12]([CH3:13])[N:11]=[C:10]([C:14]([F:17])([F:15])[F:16])[CH:9]=2)=[N:6][CH:7]=1, predict the reactants needed to synthesize it. The reactants are: [F:1][C:2]1[C:3]([CH2:18][N:19]2C(=O)C3C(=CC=CC=3)C2=O)=[CH:4][C:5]([C:8]2[N:12]([CH3:13])[N:11]=[C:10]([C:14]([F:17])([F:16])[F:15])[CH:9]=2)=[N:6][CH:7]=1.O.NN. (7) Given the product [CH:19]([C:2]1[CH:7]=[CH:6][C:5]([C:8]2([CH3:13])[O:12][CH2:11][CH2:10][O:9]2)=[CH:4][CH:3]=1)=[O:20], predict the reactants needed to synthesize it. The reactants are: Br[C:2]1[CH:7]=[CH:6][C:5]([C:8]2([CH3:13])[O:12][CH2:11][CH2:10][O:9]2)=[CH:4][CH:3]=1.[Li]CCCC.[CH:19](N1CCCCC1)=[O:20].Cl.